This data is from Catalyst prediction with 721,799 reactions and 888 catalyst types from USPTO. The task is: Predict which catalyst facilitates the given reaction. (1) Reactant: [CH3:1][C:2]1[C:3]([C:14]2[N:15]=[CH:16][N:17]([CH3:19])[CH:18]=2)=[N:4][N:5]([C:8]2[CH:13]=[CH:12][CH:11]=[CH:10][CH:9]=2)[C:6]=1[NH2:7].[OH-].[Na+].[C:22]1([O:28]C(Cl)=O)C=CC=CC=1.Cl.Cl.[F:34][C:35]1[CH:36]=[C:37]([C@@H:42]2[CH2:46][N:45]([CH2:47][CH2:48][O:49][CH3:50])[CH2:44][C@H:43]2[NH2:51])[CH:38]=[CH:39][C:40]=1[F:41].CCN(C(C)C)C(C)C. Product: [F:34][C:35]1[CH:36]=[C:37]([C@@H:42]2[CH2:46][N:45]([CH2:47][CH2:48][O:49][CH3:50])[CH2:44][C@H:43]2[NH:51][C:22]([NH:7][C:6]2[N:5]([C:8]3[CH:9]=[CH:10][CH:11]=[CH:12][CH:13]=3)[N:4]=[C:3]([C:14]3[N:15]=[CH:16][N:17]([CH3:19])[CH:18]=3)[C:2]=2[CH3:1])=[O:28])[CH:38]=[CH:39][C:40]=1[F:41]. The catalyst class is: 25. (2) Reactant: [NH2:1][C:2]1[CH:11]=[CH:10][C:5]([C:6]([O:8]C)=[O:7])=[CH:4][C:3]=1[I:12].[OH-].[Li+]. Product: [NH2:1][C:2]1[CH:11]=[CH:10][C:5]([C:6]([OH:8])=[O:7])=[CH:4][C:3]=1[I:12]. The catalyst class is: 38. (3) Reactant: C(=O)([O-])[O-].[Cs+].[Cs+].[OH:7][C:8]1[CH:9]=[C:10]([CH:21]=[C:22]([O:24][CH:25]([CH3:27])[CH3:26])[CH:23]=1)[C:11]([NH:13][C:14]1[CH:19]=[N:18][C:17]([CH3:20])=[CH:16][N:15]=1)=[O:12].[N:28]1([C:32]([C:34]2[CH:39]=[CH:38][C:37](Br)=[CH:36][N:35]=2)=[O:33])[CH2:31][CH2:30][CH2:29]1. Product: [N:28]1([C:32]([C:34]2[N:35]=[CH:36][C:37]([O:7][C:8]3[CH:9]=[C:10]([CH:21]=[C:22]([O:24][CH:25]([CH3:27])[CH3:26])[CH:23]=3)[C:11]([NH:13][C:14]3[CH:19]=[N:18][C:17]([CH3:20])=[CH:16][N:15]=3)=[O:12])=[CH:38][CH:39]=2)=[O:33])[CH2:31][CH2:30][CH2:29]1. The catalyst class is: 44. (4) Reactant: [CH3:1][C:2]1[C:10]2[C:5](=[CH:6][C:7](/[CH:26]=[CH:27]/[C:28]([O:30][CH2:31][CH3:32])=[O:29])=[CH:8][C:9]=2[C:11]([NH:13][CH2:14][C:15]2[C:16](=[O:25])[NH:17][C:18]([CH3:24])=[CH:19][C:20]=2[CH2:21][CH2:22][CH3:23])=[O:12])[N:4]([CH:33]([CH3:35])[CH3:34])[CH:3]=1. Product: [CH3:1][C:2]1[C:10]2[C:5](=[CH:6][C:7]([CH2:26][CH2:27][C:28]([O:30][CH2:31][CH3:32])=[O:29])=[CH:8][C:9]=2[C:11]([NH:13][CH2:14][C:15]2[C:16](=[O:25])[NH:17][C:18]([CH3:24])=[CH:19][C:20]=2[CH2:21][CH2:22][CH3:23])=[O:12])[N:4]([CH:33]([CH3:35])[CH3:34])[CH:3]=1. The catalyst class is: 8. (5) Reactant: CC(C[AlH]CC(C)C)C.[F:10][C:11]1[CH:16]=[CH:15][C:14]([C:17]2[S:18][CH:19]=[C:20]([C:22](OC)=[O:23])[N:21]=2)=[CH:13][CH:12]=1. Product: [F:10][C:11]1[CH:12]=[CH:13][C:14]([C:17]2[S:18][CH:19]=[C:20]([CH2:22][OH:23])[N:21]=2)=[CH:15][CH:16]=1. The catalyst class is: 1. (6) Reactant: [CH:1]1([C:4]2[NH:13][C:7]3[N:8]=[N:9][C:10](I)=[CH:11][C:6]=3[CH:5]=2)[CH2:3][CH2:2]1.[CH2:14]([C:18]1[S:22][C:21]([NH:23][C:24](=[O:33])[C@@H:25]([OH:32])[C:26]2[CH:31]=[CH:30][CH:29]=[CH:28][CH:27]=2)=[N:20][N:19]=1)[CH2:15][C:16]#[CH:17].CCN(CC)CC. Product: [CH:1]1([C:4]2[NH:13][C:7]3[N:8]=[N:9][C:10]([C:17]#[C:16][CH2:15][CH2:14][C:18]4[S:22][C:21]([NH:23][C:24](=[O:33])[C@@H:25]([OH:32])[C:26]5[CH:31]=[CH:30][CH:29]=[CH:28][CH:27]=5)=[N:20][N:19]=4)=[CH:11][C:6]=3[CH:5]=2)[CH2:3][CH2:2]1. The catalyst class is: 700.